Task: Predict the product of the given reaction.. Dataset: Forward reaction prediction with 1.9M reactions from USPTO patents (1976-2016) (1) The product is: [CH3:16][C:14]1[N:1]=[C:2]2[CH:7]=[C:6]([CH3:8])[CH:5]=[CH:4][N:3]2[C:13]=1[C:12]([O:11][CH2:9][CH3:10])=[O:18]. Given the reactants [NH2:1][C:2]1[CH:7]=[C:6]([CH3:8])[CH:5]=[CH:4][N:3]=1.[CH2:9]([O:11][C:12](=[O:18])[CH:13](Cl)[C:14]([CH3:16])=O)[CH3:10], predict the reaction product. (2) Given the reactants [Li]CCCC.[CH3:6][O:7][C:8]1[CH:17]=[CH:16][C:15]2[C:10](=[CH:11][CH:12]=[C:13](Br)[CH:14]=2)[CH:9]=1.[CH3:19][C:20](=[O:25])[CH2:21][CH2:22][CH2:23][CH3:24], predict the reaction product. The product is: [CH3:6][O:7][C:8]1[CH:17]=[CH:16][C:15]2[C:10](=[CH:11][CH:12]=[C:13]([C:20]([OH:25])([CH3:19])[CH2:21][CH2:22][CH2:23][CH3:24])[CH:14]=2)[CH:9]=1. (3) The product is: [CH2:40]([O:39][CH2:38][C@H:20]([NH:19][C:16](=[O:18])[CH2:15][N:12]1[CH2:11][CH2:10][N:9]([C:6]2[CH:5]=[CH:4][C:3]([F:2])=[CH:8][CH:7]=2)[CH2:14][CH2:13]1)[C:21]([NH:23][C:24]1[CH:29]=[CH:28][C:27]([O:30][C:31]2[CH:36]=[CH:35][C:34]([F:37])=[CH:33][CH:32]=2)=[CH:26][CH:25]=1)=[O:22])[C:41]1[CH:46]=[CH:45][CH:44]=[CH:43][CH:42]=1. Given the reactants Cl.[F:2][C:3]1[CH:8]=[CH:7][C:6]([N:9]2[CH2:14][CH2:13][N:12]([CH2:15][C:16]([OH:18])=O)[CH2:11][CH2:10]2)=[CH:5][CH:4]=1.[NH2:19][C@@H:20]([CH2:38][O:39][CH2:40][C:41]1[CH:46]=[CH:45][CH:44]=[CH:43][CH:42]=1)[C:21]([NH:23][C:24]1[CH:29]=[CH:28][C:27]([O:30][C:31]2[CH:36]=[CH:35][C:34]([F:37])=[CH:33][CH:32]=2)=[CH:26][CH:25]=1)=[O:22], predict the reaction product. (4) Given the reactants Br[C:2]1[CH:7]=[C:6]([CH3:8])[CH:5]=[C:4]([Cl:9])[N:3]=1.[F:10][C:11]([F:20])([F:19])[C:12]1[CH:18]=[CH:17][C:15]([NH2:16])=[CH:14][CH:13]=1.CC([O-])(C)C.[K+], predict the reaction product. The product is: [Cl:9][C:4]1[N:3]=[C:2]([NH:16][C:15]2[CH:17]=[CH:18][C:12]([C:11]([F:10])([F:19])[F:20])=[CH:13][CH:14]=2)[CH:7]=[C:6]([CH3:8])[CH:5]=1. (5) Given the reactants [Cl:1][C:2]1[S:6][C:5]([C:7]2[O:11][N:10]=[C:9]([CH2:12][N:13]3[C:21]4[C:16](=[CH:17][CH:18]=[CH:19][CH:20]=4)[CH:15]=[C:14]3[C:22](O)=[O:23])[CH:8]=2)=[CH:4][CH:3]=1.[B-](F)(F)(F)F.CCOC(C(C#N)=NOC(N(C)C)=[N+](C)C)=O.[C:47]([O:51][C:52]([N:54]1[CH2:59][CH2:58][N:57]([NH2:60])[CH2:56][CH2:55]1)=[O:53])([CH3:50])([CH3:49])[CH3:48], predict the reaction product. The product is: [C:47]([O:51][C:52]([N:54]1[CH2:59][CH2:58][N:57]([NH:60][C:22]([C:14]2[N:13]([CH2:12][C:9]3[CH:8]=[C:7]([C:5]4[S:6][C:2]([Cl:1])=[CH:3][CH:4]=4)[O:11][N:10]=3)[C:21]3[C:16]([CH:15]=2)=[CH:17][CH:18]=[CH:19][CH:20]=3)=[O:23])[CH2:56][CH2:55]1)=[O:53])([CH3:50])([CH3:48])[CH3:49]. (6) Given the reactants Br[C:2]1[N:7]=[C:6]([C:8]2[CH:9]=[C:10]([OH:14])[CH:11]=[CH:12][CH:13]=2)[N:5]=[C:4]2[N:15]([C:18]3[CH:23]=[CH:22][CH:21]=[CH:20][CH:19]=3)[N:16]=[CH:17][C:3]=12.Cl.[CH:25]12[O:32][CH:29]([CH2:30][CH2:31]1)[CH2:28][NH:27][CH2:26]2.C(N(CC)CC)C, predict the reaction product. The product is: [CH:29]12[O:32][CH:25]([CH2:31][CH2:30]1)[CH2:26][N:27]([C:2]1[N:7]=[C:6]([C:8]3[CH:9]=[C:10]([OH:14])[CH:11]=[CH:12][CH:13]=3)[N:5]=[C:4]3[N:15]([C:18]4[CH:23]=[CH:22][CH:21]=[CH:20][CH:19]=4)[N:16]=[CH:17][C:3]=13)[CH2:28]2.